Task: Binary Classification. Given a T-cell receptor sequence (or CDR3 region) and an epitope sequence, predict whether binding occurs between them.. Dataset: TCR-epitope binding with 47,182 pairs between 192 epitopes and 23,139 TCRs (1) The epitope is LEPLVDLPI. The TCR CDR3 sequence is CASSLDSRGVYNEQFF. Result: 1 (the TCR binds to the epitope). (2) The epitope is ISPRTLNAW. The TCR CDR3 sequence is CASSQERRGGYDEQYF. Result: 0 (the TCR does not bind to the epitope).